Dataset: Peptide-MHC class I binding affinity with 185,985 pairs from IEDB/IMGT. Task: Regression. Given a peptide amino acid sequence and an MHC pseudo amino acid sequence, predict their binding affinity value. This is MHC class I binding data. The peptide sequence is GLVDLFVFS. The MHC is HLA-A02:06 with pseudo-sequence HLA-A02:06. The binding affinity (normalized) is 0.755.